From a dataset of Catalyst prediction with 721,799 reactions and 888 catalyst types from USPTO. Predict which catalyst facilitates the given reaction. (1) Reactant: CN(C(ON1N=NC2C=CC=NC1=2)=[N+](C)C)C.F[P-](F)(F)(F)(F)F.[CH2:25]([NH:27][C:28]([NH:30][C:31]1[N:36]=[CH:35][C:34]([C:37]2[S:38][C:39]([C:42]([OH:44])=O)=[CH:40][N:41]=2)=[CH:33][CH:32]=1)=[O:29])[CH3:26].CCN(CC)CC.[C:52]([NH2:61])([C:55]1[CH:60]=[CH:59][CH:58]=[CH:57][CH:56]=1)([CH3:54])[CH3:53]. Product: [CH2:25]([NH:27][C:28]([NH:30][C:31]1[N:36]=[CH:35][C:34]([C:37]2[S:38][C:39]([C:42]([NH:61][C:52]([CH3:54])([C:55]3[CH:60]=[CH:59][CH:58]=[CH:57][CH:56]=3)[CH3:53])=[O:44])=[CH:40][N:41]=2)=[CH:33][CH:32]=1)=[O:29])[CH3:26]. The catalyst class is: 18. (2) Reactant: [C:1]1([C:7]2[N:12]=[CH:11][C:10]([C:13]([OH:15])=O)=[CH:9][N:8]=2)[CH:6]=[CH:5][CH:4]=[CH:3][CH:2]=1.ClC(Cl)(O[C:20](=[O:26])OC(Cl)(Cl)Cl)Cl.[CH2:28]([N:30](CC)CC)C.Cl. Product: [CH3:20][O:26][N:30]([CH3:28])[C:13]([C:10]1[CH:11]=[N:12][C:7]([C:1]2[CH:2]=[CH:3][CH:4]=[CH:5][CH:6]=2)=[N:8][CH:9]=1)=[O:15]. The catalyst class is: 4. (3) Reactant: [CH3:1][N:2]([CH3:15])[S:3]([C:6]1[C:11]([Cl:12])=[CH:10][CH:9]=[C:8]([NH2:13])[C:7]=1[OH:14])(=[O:5])=[O:4].[Cl:16][C:17]1[C:22]([Cl:23])=[CH:21][CH:20]=[CH:19][C:18]=1[N:24]=[C:25]=[O:26]. Product: [Cl:12][C:11]1[CH:10]=[CH:9][C:8]([NH:13][C:25]([NH:24][C:18]2[CH:19]=[CH:20][CH:21]=[C:22]([Cl:23])[C:17]=2[Cl:16])=[O:26])=[C:7]([OH:14])[C:6]=1[S:3]([N:2]([CH3:15])[CH3:1])(=[O:5])=[O:4]. The catalyst class is: 42. (4) Reactant: [CH2:1]([O:3][C:4]1[C:8]([CH2:9][CH2:10][CH2:11][OH:12])=[CH:7][N:6]([C:13]2[CH:18]=[CH:17][C:16]([C:19]([F:22])([F:21])[F:20])=[CH:15][N:14]=2)[N:5]=1)[CH3:2].O[C:24]1[C:28]([CH2:29][CH2:30][CH3:31])=[CH:27][N:26](C(OC(C)(C)C)=O)[N:25]=1.C(P(CCCC)CCCC)CCC.N(C(N1CCCCC1)=O)=NC(N1CCCCC1)=O. Product: [CH2:1]([O:3][C:4]1[C:8]([CH2:9][CH2:10][CH2:11][O:12][C:24]2[C:28]([CH2:29][CH2:30][CH3:31])=[CH:27][NH:26][N:25]=2)=[CH:7][N:6]([C:13]2[CH:18]=[CH:17][C:16]([C:19]([F:21])([F:20])[F:22])=[CH:15][N:14]=2)[N:5]=1)[CH3:2]. The catalyst class is: 7. (5) Reactant: [C:9](O[C:9]([O:11][C:12]([CH3:15])([CH3:14])[CH3:13])=[O:10])([O:11][C:12]([CH3:15])([CH3:14])[CH3:13])=[O:10].[C:16]1([C:22]([C:30]2[CH:35]=[CH:34][CH:33]=[CH:32][CH:31]=2)([CH:24]2[CH2:29][CH2:28][NH:27][CH2:26][CH2:25]2)[OH:23])[CH:21]=[CH:20][CH:19]=[CH:18][CH:17]=1.C(N(CC)CC)C. Product: [OH:23][C:22]([C:30]1[CH:35]=[CH:34][CH:33]=[CH:32][CH:31]=1)([C:16]1[CH:17]=[CH:18][CH:19]=[CH:20][CH:21]=1)[CH:24]1[CH2:29][CH2:28][N:27]([C:9]([O:11][C:12]([CH3:13])([CH3:14])[CH3:15])=[O:10])[CH2:26][CH2:25]1. The catalyst class is: 4.